Task: Regression. Given a peptide amino acid sequence and an MHC pseudo amino acid sequence, predict their binding affinity value. This is MHC class II binding data.. Dataset: Peptide-MHC class II binding affinity with 134,281 pairs from IEDB (1) The MHC is DRB1_0701 with pseudo-sequence DRB1_0701. The peptide sequence is WQKGEEVQVIAVEPG. The binding affinity (normalized) is 0.215. (2) The MHC is DRB4_0101 with pseudo-sequence DRB4_0103. The binding affinity (normalized) is 0.239. The peptide sequence is WTGGGSDKALAAATP. (3) The peptide sequence is AFLLLGLAGNSSPSA. The MHC is HLA-DQA10201-DQB10202 with pseudo-sequence HLA-DQA10201-DQB10202. The binding affinity (normalized) is 0.165. (4) The peptide sequence is YQGVQQKWDATATEL. The MHC is HLA-DQA10401-DQB10402 with pseudo-sequence HLA-DQA10401-DQB10402. The binding affinity (normalized) is 0.194.